Dataset: Full USPTO retrosynthesis dataset with 1.9M reactions from patents (1976-2016). Task: Predict the reactants needed to synthesize the given product. (1) The reactants are: Cl[CH2:2][C:3]1[CH:28]=[CH:27][C:6]([O:7][CH2:8][C:9]2[N:10]=[C:11]([C:15]3[CH:20]=[CH:19][C:18]([CH2:21][C:22]([O:24][CH2:25][CH3:26])=[O:23])=[CH:17][CH:16]=3)[O:12][C:13]=2[CH3:14])=[C:5]([O:29][CH3:30])[CH:4]=1.Cl.[CH2:32]([C:34]1[S:35][C:36]([CH3:53])=[C:37](/[CH:39]=[CH:40]/[C:41]2[C:42]([OH:52])=[N:43][N:44]([C:46]3[CH:51]=[CH:50][CH:49]=[CH:48][CH:47]=3)[CH:45]=2)[N:38]=1)[CH3:33].C(=O)([O-])[O-].[K+].[K+].CN(C)C=O. Given the product [CH2:32]([C:34]1[S:35][C:36]([CH3:53])=[C:37](/[CH:39]=[CH:40]/[C:41]2[C:42]([O:52][CH2:2][C:3]3[CH:28]=[CH:27][C:6]([O:7][CH2:8][C:9]4[N:10]=[C:11]([C:15]5[CH:20]=[CH:19][C:18]([CH2:21][C:22]([O:24][CH2:25][CH3:26])=[O:23])=[CH:17][CH:16]=5)[O:12][C:13]=4[CH3:14])=[C:5]([O:29][CH3:30])[CH:4]=3)=[N:43][N:44]([C:46]3[CH:51]=[CH:50][CH:49]=[CH:48][CH:47]=3)[CH:45]=2)[N:38]=1)[CH3:33], predict the reactants needed to synthesize it. (2) Given the product [CH:67]1[C:79]2[CH:78]([CH2:80][O:81][C:82]([NH:84][C@H:85]([C:86]([O:88][CH3:89])=[O:87])[CH2:90][C:91]3[CH:92]=[CH:93][C:94]([O:97][CH2:98][C:99]4[N:22]=[N:21][N:20]([C@@H:23]5[CH2:27][N:26]([C:28](=[O:48])[C@@H:29]([NH:34][C:35](=[O:47])[C@@H:36]([N:38]([C:40]([O:42][C:43]([CH3:44])([CH3:45])[CH3:46])=[O:41])[CH3:39])[CH3:37])[C:30]([CH3:32])([CH3:31])[CH3:33])[C@H:25]([C:49]([NH:51][C@@H:52]([CH2:56][C:57]6[CH:66]=[CH:65][C:64]7[C:59](=[CH:60][CH:61]=[CH:62][CH:63]=7)[CH:58]=6)[C:53]([OH:55])=[O:54])=[O:50])[CH2:24]5)[CH:100]=4)=[CH:95][CH:96]=3)=[O:83])[C:77]3[C:72](=[CH:73][CH:74]=[CH:75][CH:76]=3)[C:71]=2[CH:70]=[CH:69][CH:68]=1, predict the reactants needed to synthesize it. The reactants are: O/C(=C(\O)/[C@H](O)[C@@H](O)CO)/C([O-])=O.[Na+].CC(O)(C)C.[N:20]([C@@H:23]1[CH2:27][N:26]([C:28](=[O:48])[C@@H:29]([NH:34][C:35](=[O:47])[C@@H:36]([N:38]([C:40]([O:42][C:43]([CH3:46])([CH3:45])[CH3:44])=[O:41])[CH3:39])[CH3:37])[C:30]([CH3:33])([CH3:32])[CH3:31])[C@H:25]([C:49]([NH:51][C@@H:52]([CH2:56][C:57]2[CH:66]=[CH:65][C:64]3[C:59](=[CH:60][CH:61]=[CH:62][CH:63]=3)[CH:58]=2)[C:53]([OH:55])=[O:54])=[O:50])[CH2:24]1)=[N+:21]=[N-:22].[CH:67]1[C:79]2[CH:78]([CH2:80][O:81][C:82]([NH:84][C@@H:85]([CH2:90][C:91]3[CH:96]=[CH:95][C:94]([O:97][CH2:98][C:99]#[CH:100])=[CH:93][CH:92]=3)[C:86]([O:88][CH3:89])=[O:87])=[O:83])[C:77]3[C:72](=[CH:73][CH:74]=[CH:75][CH:76]=3)[C:71]=2[CH:70]=[CH:69][CH:68]=1. (3) Given the product [CH2:1]([N:8]1[CH2:16][C:15]2[C:10](=[CH:11][CH:12]=[C:13]([C:20]3([OH:23])[CH2:21][CH2:22][O:18][CH2:19]3)[CH:14]=2)[CH2:9]1)[C:2]1[CH:7]=[CH:6][CH:5]=[CH:4][CH:3]=1, predict the reactants needed to synthesize it. The reactants are: [CH2:1]([N:8]1[CH2:16][C:15]2[C:10](=[CH:11][CH:12]=[C:13](Br)[CH:14]=2)[CH2:9]1)[C:2]1[CH:7]=[CH:6][CH:5]=[CH:4][CH:3]=1.[O:18]1[CH2:22][CH2:21][C:20](=[O:23])[CH2:19]1. (4) Given the product [C:1]([O:5][C:6](=[O:22])[N:7]([C@@H:9]1[C@@H:13]([C:14]2[CH:19]=[CH:18][C:17]([Cl:20])=[C:16]([Cl:21])[CH:15]=2)[CH2:12][N:11]([C:33]([CH:30]2[CH2:31][CH2:32][N:27]([CH2:26][CH:23]3[CH2:25][CH2:24]3)[CH2:28][CH2:29]2)=[O:34])[CH2:10]1)[CH3:8])([CH3:4])([CH3:2])[CH3:3], predict the reactants needed to synthesize it. The reactants are: [C:1]([O:5][C:6](=[O:22])[N:7]([C@@H:9]1[C@@H:13]([C:14]2[CH:19]=[CH:18][C:17]([Cl:20])=[C:16]([Cl:21])[CH:15]=2)[CH2:12][NH:11][CH2:10]1)[CH3:8])([CH3:4])([CH3:3])[CH3:2].[CH:23]1([CH2:26][N:27]2[CH2:32][CH2:31][CH:30]([C:33](O)=[O:34])[CH2:29][CH2:28]2)[CH2:25][CH2:24]1.